This data is from Peptide-MHC class I binding affinity with 185,985 pairs from IEDB/IMGT. The task is: Regression. Given a peptide amino acid sequence and an MHC pseudo amino acid sequence, predict their binding affinity value. This is MHC class I binding data. (1) The peptide sequence is KTKYYKFDYI. The MHC is HLA-A02:01 with pseudo-sequence HLA-A02:01. The binding affinity (normalized) is 0. (2) The peptide sequence is RVFYFAIFY. The MHC is HLA-A30:01 with pseudo-sequence HLA-A30:01. The binding affinity (normalized) is 0.872. (3) The peptide sequence is TTFITVLTSV. The MHC is HLA-A02:06 with pseudo-sequence HLA-A02:06. The binding affinity (normalized) is 0.528. (4) The peptide sequence is AAICTHLEV. The MHC is HLA-A02:01 with pseudo-sequence HLA-A02:01. The binding affinity (normalized) is 0.156.